This data is from Full USPTO retrosynthesis dataset with 1.9M reactions from patents (1976-2016). The task is: Predict the reactants needed to synthesize the given product. (1) Given the product [CH2:1]([C:4]1[N:8]([CH2:12][C:13]2[CH:14]=[CH:15][C:16]([C:19]3[CH:24]=[CH:23][CH:22]=[CH:21][C:20]=3[C:25]3[N:29]([C:30]([C:43]4[CH:48]=[CH:47][CH:46]=[CH:45][CH:44]=4)([C:37]4[CH:38]=[CH:39][CH:40]=[CH:41][CH:42]=4)[C:31]4[CH:36]=[CH:35][CH:34]=[CH:33][CH:32]=4)[N:28]=[N:27][N:26]=3)=[CH:17][CH:18]=2)[C:7]([CH:9]=[O:10])=[CH:6][CH:5]=1)[CH2:2][CH3:3], predict the reactants needed to synthesize it. The reactants are: [CH2:1]([C:4]1[NH:8][C:7]([CH:9]=[O:10])=[CH:6][CH:5]=1)[CH2:2][CH3:3].Br[CH2:12][C:13]1[CH:18]=[CH:17][C:16]([C:19]2[CH:24]=[CH:23][CH:22]=[CH:21][C:20]=2[C:25]2[N:29]([C:30]([C:43]3[CH:48]=[CH:47][CH:46]=[CH:45][CH:44]=3)([C:37]3[CH:42]=[CH:41][CH:40]=[CH:39][CH:38]=3)[C:31]3[CH:36]=[CH:35][CH:34]=[CH:33][CH:32]=3)[N:28]=[N:27][N:26]=2)=[CH:15][CH:14]=1. (2) Given the product [NH2:25][C:8]1[N:7]=[C:6]([O:5][CH2:1][CH2:2][CH2:3][CH3:4])[N:14]=[C:13]2[C:9]=1[NH:10][C:11](=[O:23])[N:12]2[CH2:15][CH2:16][CH:17]1[CH2:18][CH2:19][N:20]([CH:29]2[CH2:30][CH2:31][CH2:32][CH2:27]2)[CH2:21][CH2:22]1, predict the reactants needed to synthesize it. The reactants are: [CH2:1]([O:5][C:6]1[N:14]=[C:13]2[C:9]([N:10]=[C:11]([O:23]C)[N:12]2[CH2:15][CH2:16][CH:17]2[CH2:22][CH2:21][NH:20][CH2:19][CH2:18]2)=[C:8]([NH2:25])[N:7]=1)[CH2:2][CH2:3][CH3:4].I[CH:27]1[CH2:32][CH2:31][CH2:30][CH2:29]C1. (3) Given the product [CH3:46][O:47][CH2:48][C:3]1[CH:8]=[CH:7][CH:6]=[CH:5][C:4]=1[C:9]1[N:14]=[CH:13][N:12]=[C:11]([NH:15][C:16]2[CH:17]=[C:18]([CH2:22][S:23]([NH2:26])(=[O:24])=[O:25])[CH:19]=[CH:20][CH:21]=2)[N:10]=1, predict the reactants needed to synthesize it. The reactants are: CO[C:3]1[CH:8]=[CH:7][CH:6]=[CH:5][C:4]=1[C:9]1[N:14]=[CH:13][N:12]=[C:11]([NH:15][C:16]2[CH:17]=[C:18]([CH2:22][S:23]([NH2:26])(=[O:25])=[O:24])[CH:19]=[CH:20][CH:21]=2)[N:10]=1.ClC1N=CN=C(NC2C=C(CS(N)(=O)=O)C=CC=2)N=1.[CH3:46][O:47][CH2:48]C1C=CC=CC=1B(O)O. (4) Given the product [O:1]1[CH2:2][CH:3]=[C:4]([C:7]2[CH:8]=[C:9]([CH:14]=[CH:15][C:16]=2[O:17][S:25]([C:28]([F:31])([F:30])[F:29])(=[O:27])=[O:26])[C:10]([O:12][CH3:13])=[O:11])[CH2:5][CH2:6]1, predict the reactants needed to synthesize it. The reactants are: [O:1]1[CH2:6][CH:5]=[C:4]([C:7]2[CH:8]=[C:9]([CH:14]=[CH:15][C:16]=2[OH:17])[C:10]([O:12][CH3:13])=[O:11])[CH2:3][CH2:2]1.C1C=CC(N([S:25]([C:28]([F:31])([F:30])[F:29])(=[O:27])=[O:26])[S:25]([C:28]([F:31])([F:30])[F:29])(=[O:27])=[O:26])=CC=1. (5) Given the product [Cl:23][CH2:2][C:3]1[N:7]([C:8]2[C:15]([CH3:16])=[CH:14][C:11]([C:12]#[N:13])=[C:10]([C:17]([F:20])([F:19])[F:18])[CH:9]=2)[N:6]=[N:5][N:4]=1, predict the reactants needed to synthesize it. The reactants are: O[CH2:2][C:3]1[N:7]([C:8]2[C:15]([CH3:16])=[CH:14][C:11]([C:12]#[N:13])=[C:10]([C:17]([F:20])([F:19])[F:18])[CH:9]=2)[N:6]=[N:5][N:4]=1.S(Cl)([Cl:23])=O.O. (6) Given the product [N+:22]([O-:25])([O-:24])=[O:23].[F:1][C:2]1[CH:7]=[CH:6][C:5]([C:8]2[S:9][C:10]([C:13]([C:16]3[CH:17]=[CH:18][NH+:19]=[CH:20][CH:21]=3)([OH:15])[CH3:14])=[CH:11][N:12]=2)=[CH:4][CH:3]=1, predict the reactants needed to synthesize it. The reactants are: [F:1][C:2]1[CH:7]=[CH:6][C:5]([C:8]2[S:9][C:10]([C:13]([C:16]3[CH:21]=[CH:20][N:19]=[CH:18][CH:17]=3)([OH:15])[CH3:14])=[CH:11][N:12]=2)=[CH:4][CH:3]=1.[N+:22]([O-:25])([OH:24])=[O:23].